This data is from Forward reaction prediction with 1.9M reactions from USPTO patents (1976-2016). The task is: Predict the product of the given reaction. Given the reactants C([O:3][C:4](=[O:24])[CH:5](C#N)[CH:6]([C:15]1[CH:20]=[CH:19][C:18]([Br:21])=[CH:17][CH:16]=1)[C:7]1[CH:12]=[CH:11][C:10]([Cl:13])=[C:9]([F:14])[CH:8]=1)C.C(O)(=O)C.S(=O)(=O)(O)O, predict the reaction product. The product is: [Br:21][C:18]1[CH:17]=[CH:16][C:15]([CH:6]([C:7]2[CH:12]=[CH:11][C:10]([Cl:13])=[C:9]([F:14])[CH:8]=2)[CH2:5][C:4]([OH:24])=[O:3])=[CH:20][CH:19]=1.